This data is from Forward reaction prediction with 1.9M reactions from USPTO patents (1976-2016). The task is: Predict the product of the given reaction. Given the reactants Cl[C:2]1C=C(NC2C=CC(N3CCN(C)CC3)=CN=2)C2N(C=CN=2)C=1.Br[C:26]1[C:27]2[N:28]([CH:33]=[CH:34][N:35]=2)[N:29]=[C:30]([Cl:32])[CH:31]=1.[NH2:36][C:37]1[N:42]=[CH:41][C:40]([N:43]2[CH2:48][CH2:47][N:46]([C:49]([O:51][C:52]([CH3:55])([CH3:54])[CH3:53])=[O:50])[CH2:45][CH2:44]2)=[CH:39][CH:38]=1, predict the reaction product. The product is: [Cl:32][C:30]1[CH:31]=[C:26]([NH:36][C:37]2[N:42]=[CH:41][C:40]([N:43]3[CH2:48][CH2:47][N:46]([C:49]([O:51][C:52]([CH3:55])([CH3:54])[CH3:53])=[O:50])[CH2:45][C@@H:44]3[CH3:2])=[CH:39][CH:38]=2)[C:27]2[N:28]([CH:33]=[CH:34][N:35]=2)[N:29]=1.